From a dataset of Forward reaction prediction with 1.9M reactions from USPTO patents (1976-2016). Predict the product of the given reaction. (1) The product is: [C:21]([C:17]1[CH:16]=[C:15]([C:7]2[CH:8]=[C:9]([CH2:11][CH2:12][CH2:13][OH:14])[N:10]=[C:5]([C:26]#[N:27])[N:6]=2)[CH:20]=[CH:19][CH:18]=1)([CH3:22])([CH3:23])[CH3:24]. Given the reactants CS([C:5]1[N:10]=[C:9]([CH2:11][CH2:12][CH2:13][OH:14])[CH:8]=[C:7]([C:15]2[CH:20]=[CH:19][CH:18]=[C:17]([C:21]([CH3:24])([CH3:23])[CH3:22])[C:16]=2C)[N:6]=1)(=O)=O.[C-:26]#[N:27].[Na+].C(OCC)(=O)C, predict the reaction product. (2) Given the reactants [ClH:1].Cl.[NH2:3][C@@H:4]1[CH2:6][C@H:5]1[C:7]1[CH:8]=[C:9]([CH:19]=[CH:20][CH:21]=1)[C:10]([NH:12][C:13]1[CH:14]=[N:15][N:16]([CH3:18])[CH:17]=1)=[O:11].[C:22]1(=O)[CH2:25][CH2:24][CH2:23]1.C(=O)([O-])O.[Na+], predict the reaction product. The product is: [ClH:1].[ClH:1].[CH:22]1([NH:3][C@@H:4]2[CH2:6][C@H:5]2[C:7]2[CH:8]=[C:9]([CH:19]=[CH:20][CH:21]=2)[C:10]([NH:12][C:13]2[CH:14]=[N:15][N:16]([CH3:18])[CH:17]=2)=[O:11])[CH2:25][CH2:24][CH2:23]1. (3) Given the reactants Cl[C:2]1[C:3](=[O:21])[N:4]([CH2:17][CH:18]([CH3:20])[CH3:19])[C:5]([C:9]2[C:14]([F:15])=[CH:13][CH:12]=[CH:11][C:10]=2[F:16])=[C:6]([Cl:8])[N:7]=1.[C-:22]#[N:23].[Na+], predict the reaction product. The product is: [Cl:8][C:6]1[N:7]=[C:2]([C:22]#[N:23])[C:3](=[O:21])[N:4]([CH2:17][CH:18]([CH3:20])[CH3:19])[C:5]=1[C:9]1[C:14]([F:15])=[CH:13][CH:12]=[CH:11][C:10]=1[F:16]. (4) Given the reactants [C:1]([C:3]1[C:4]([N:17]2[CH2:20][CH:19]([C:21](O)=[O:22])[CH2:18]2)=[N:5][C:6]([CH:14]([F:16])[F:15])=[C:7]([C:9]([O:11][CH2:12][CH3:13])=[O:10])[CH:8]=1)#[N:2].[C:24]([C:26]1[CH:31]=[CH:30][C:29]([S:32]([NH2:35])(=[O:34])=[O:33])=[CH:28][CH:27]=1)#[N:25], predict the reaction product. The product is: [C:1]([C:3]1[C:4]([N:17]2[CH2:20][CH:19]([C:21]([NH:35][S:32]([C:29]3[CH:28]=[CH:27][C:26]([C:24]#[N:25])=[CH:31][CH:30]=3)(=[O:33])=[O:34])=[O:22])[CH2:18]2)=[N:5][C:6]([CH:14]([F:16])[F:15])=[C:7]([CH:8]=1)[C:9]([O:11][CH2:12][CH3:13])=[O:10])#[N:2].